This data is from NCI-60 drug combinations with 297,098 pairs across 59 cell lines. The task is: Regression. Given two drug SMILES strings and cell line genomic features, predict the synergy score measuring deviation from expected non-interaction effect. Drug 1: CCC1=C2CN3C(=CC4=C(C3=O)COC(=O)C4(CC)O)C2=NC5=C1C=C(C=C5)O. Drug 2: CC12CCC3C(C1CCC2O)C(CC4=C3C=CC(=C4)O)CCCCCCCCCS(=O)CCCC(C(F)(F)F)(F)F. Cell line: NCI-H460. Synergy scores: CSS=59.0, Synergy_ZIP=1.75, Synergy_Bliss=1.87, Synergy_Loewe=-55.5, Synergy_HSA=2.10.